Dataset: Forward reaction prediction with 1.9M reactions from USPTO patents (1976-2016). Task: Predict the product of the given reaction. Given the reactants [CH3:1][O:2][CH2:3][CH2:4][N:5]1[C:14]2[C:9](=[CH:10][CH:11]=[C:12]([CH2:15]O)[CH:13]=2)[CH2:8][CH2:7][CH2:6]1.[NH:17]1[CH:21]=[C:20]([C:22]([O:24][CH2:25][CH3:26])=[O:23])[CH:19]=[N:18]1.C1(P(C2C=CC=CC=2)C2C=CC=CC=2)C=CC=CC=1.CCOC(/N=N/C(OCC)=O)=O.C1(C)C=CC=CC=1, predict the reaction product. The product is: [CH3:1][O:2][CH2:3][CH2:4][N:5]1[C:14]2[C:9](=[CH:10][CH:11]=[C:12]([CH2:15][N:17]3[CH:21]=[C:20]([C:22]([O:24][CH2:25][CH3:26])=[O:23])[CH:19]=[N:18]3)[CH:13]=2)[CH2:8][CH2:7][CH2:6]1.